This data is from Forward reaction prediction with 1.9M reactions from USPTO patents (1976-2016). The task is: Predict the product of the given reaction. (1) Given the reactants [F:1][C:2]([F:23])([F:22])[C:3]1[CH:4]=[C:5]([C:9]#[C:10][C:11]2[N:15]3[CH:16]=[CH:17][CH:18]=[CH:19][C:14]3=[N:13][C:12]=2[CH2:20][NH2:21])[CH:6]=[CH:7][CH:8]=1.C(N(C(C)C)CC)(C)C.[CH:33]([S:36](Cl)(=[O:38])=[O:37])([CH3:35])[CH3:34], predict the reaction product. The product is: [F:23][C:2]([F:1])([F:22])[C:3]1[CH:4]=[C:5]([C:9]#[C:10][C:11]2[N:15]3[CH:16]=[CH:17][CH:18]=[CH:19][C:14]3=[N:13][C:12]=2[CH2:20][NH:21][S:36]([CH:33]([CH3:35])[CH3:34])(=[O:38])=[O:37])[CH:6]=[CH:7][CH:8]=1. (2) Given the reactants [CH3:1][O:2][C:3](=[O:5])[CH3:4].[Br:6][C:7]1[C:8](Cl)=[N:9][CH:10]=[C:11]([S:13]([CH2:16][CH3:17])(=[O:15])=[O:14])[CH:12]=1.COC(=O)[C:22](=[CH:28][C:29]1[CH:34]=[CH:33][C:32]([F:35])=[CH:31][CH:30]=1)[CH:23]([CH3:27])[C:24]([OH:26])=O, predict the reaction product. The product is: [CH3:1][O:2][C:3](=[O:5])[CH2:4][C:22]1[C:23]([CH3:27])=[C:24]([O:26][C:8]2[C:7]([Br:6])=[CH:12][C:11]([S:13]([CH2:16][CH3:17])(=[O:15])=[O:14])=[CH:10][N:9]=2)[C:30]2[C:29](=[CH:34][CH:33]=[C:32]([F:35])[CH:31]=2)[CH:28]=1. (3) The product is: [CH3:37][O:36][C:32]1[S:31][C:30]2=[N:29][C:28]([C:26]3[O:27][C:23]4[CH:22]=[C:21]([O:20][CH3:19])[CH:39]=[C:38]([O:40][CH2:53][C:49]5[CH:50]=[CH:51][CH:52]=[C:47]([CH:44]6[CH2:45][CH2:46][O:41][CH2:42][CH2:43]6)[CH:48]=5)[C:24]=4[CH:25]=3)=[CH:35][N:34]2[N:33]=1. Given the reactants N(C(N1CCCCC1)=O)=NC(N1CCCCC1)=O.[CH3:19][O:20][C:21]1[CH:22]=[C:23]2[O:27][C:26]([C:28]3[N:29]=[C:30]4[N:34]([CH:35]=3)[N:33]=[C:32]([O:36][CH3:37])[S:31]4)=[CH:25][C:24]2=[C:38]([OH:40])[CH:39]=1.[O:41]1[CH2:46][CH2:45][CH:44]([C:47]2[CH:48]=[C:49]([CH2:53]O)[CH:50]=[CH:51][CH:52]=2)[CH2:43][CH2:42]1.C(P(CCCC)CCCC)CCC, predict the reaction product. (4) Given the reactants [OH:1][C:2]1[CH:7]=[C:6]([O:8][CH3:9])[CH:5]=[CH:4][C:3]=1[C:10](=O)[CH3:11].[CH3:13][C:14]([S@@:17]([NH2:19])=[O:18])([CH3:16])[CH3:15], predict the reaction product. The product is: [OH:1][C:2]1[CH:7]=[C:6]([O:8][CH3:9])[CH:5]=[CH:4][C:3]=1[C:10](=[N:19][S@:17]([C:14]([CH3:16])([CH3:15])[CH3:13])=[O:18])[CH3:11].